Dataset: Experimentally validated miRNA-target interactions with 360,000+ pairs, plus equal number of negative samples. Task: Binary Classification. Given a miRNA mature sequence and a target amino acid sequence, predict their likelihood of interaction. (1) The miRNA is hsa-miR-500a-5p with sequence UAAUCCUUGCUACCUGGGUGAGA. The protein sequence of the target gene is MAERGELDLTGAKQNTGVWLVKVPKYLSQQWAKASGRGEVGKLRIAKTQGRTEVSFTLNEDLANIHDIGGKPASVSAPREHPFVLQSVGGQTLTVFTESSSDKLSLEGIVVQRAECRPAASENYMRLKRLQIEESSKPVRLSQQLDKVVTTNYKPVANHQYNIEYERKKKEDGKRARADKQHVLDMLFSAFEKHQYYNLKDLVDITKQPVVYLKEILKEIGVQNVKGIHKNTWELKPEYRHYQGEEKSD. Result: 1 (interaction). (2) The miRNA is hsa-miR-6891-5p with sequence UAAGGAGGGGGAUGAGGGG. The protein sequence of the target gene is MYRFIIFFSLLALTASKVSEPEKDDEIAVKIPTKRSVSEPPKDDDIAVKIPMRKKRGIAIHPWQWESHLWPNAEVPYDIASHYTATERGIILSAMEAFRDVTCVRFRPRRSTDKHYLQINKHYQLERCFSYIGRQSSRWLFGTRDGKVETRMKLDPSCLLYNGRGTVMHELMHILGFYHEHQRDDRDRRIGGSASHYNFKIYQRAKSYYMGGYDANSIMHYNFGSVPWQKRDYFSPSDIRNINTLYKCNNRVVSKFPSTIPSTSTTTTKAPQFELFEKKQIESNSLFRRRRS. Result: 0 (no interaction).